From a dataset of Reaction yield outcomes from USPTO patents with 853,638 reactions. Predict the reaction yield, written as a fraction of the theoretical maximum amount of product (1.0 means a 100% yield; for example, 0.34 means a 34% yield). (1) The reactants are [Br:1][C:2]1[CH:3]=[C:4]2[C:9](=[CH:10][CH:11]=1)[N:8]=[CH:7][C:6]([C:12]([CH:14]1[CH2:16][CH2:15]1)=[O:13])=[C:5]2Cl.[CH3:18][N:19]([CH3:30])[CH2:20][CH2:21][O:22][C:23]1[N:28]=[CH:27][C:26]([NH2:29])=[CH:25][CH:24]=1. No catalyst specified. The product is [Br:1][C:2]1[CH:3]=[C:4]2[C:9](=[CH:10][CH:11]=1)[N:8]=[CH:7][C:6]([C:12]([CH:14]1[CH2:16][CH2:15]1)=[O:13])=[C:5]2[NH:29][C:26]1[CH:27]=[N:28][C:23]([O:22][CH2:21][CH2:20][N:19]([CH3:30])[CH3:18])=[CH:24][CH:25]=1. The yield is 0.750. (2) The reactants are S(Cl)([Cl:3])=O.[CH3:5][C:6]1[C:11]([CH2:12]O)=[CH:10][CH:9]=[C:8]([C:14]([F:17])([F:16])[F:15])[N:7]=1. The catalyst is ClCCl. The product is [Cl:3][CH2:12][C:11]1[C:6]([CH3:5])=[N:7][C:8]([C:14]([F:17])([F:16])[F:15])=[CH:9][CH:10]=1. The yield is 0.560. (3) The reactants are [F:1][C:2]1[CH:8]=[C:7]([S:9][CH3:10])[CH:6]=[CH:5][C:3]=1[NH2:4].C[Si]([N-][Si](C)(C)C)(C)C.[Li+].Cl[C:22]1[N:23]([CH3:34])[C:24](=[O:33])[C:25]([F:32])=[CH:26][C:27]=1[C:28]([O:30][CH3:31])=[O:29]. The catalyst is C1COCC1. The product is [F:32][C:25]1[C:24](=[O:33])[N:23]([CH3:34])[C:22]([NH:4][C:3]2[CH:5]=[CH:6][C:7]([S:9][CH3:10])=[CH:8][C:2]=2[F:1])=[C:27]([C:28]([O:30][CH3:31])=[O:29])[CH:26]=1. The yield is 0.750. (4) The product is [CH3:52][O:51][C:49](=[O:50])[NH:48][C@@H:43]1[CH:42]2[C:53](=[O:60])[CH2:54][C@H:55]([C:57](=[O:58])[NH:1][CH2:2][C:3]([C:5]3[CH:10]=[CH:9][C:8]([C:11]4[CH:12]=[CH:13][C:14]([C:17]5[NH:21][C:20]([C@H:22]6[CH2:26][CH2:25][CH2:24][N:23]6[C:27](=[O:37])[C@H:28]([NH:32][C:33]([O:34][CH3:35])=[O:36])[CH:29]([CH3:31])[CH3:30])=[N:19][CH:18]=5)=[CH:15][CH:16]=4)=[CH:7][CH:6]=3)=[O:4])[CH2:56][N:40]3[C:41]2=[C:46]([CH:47]=[C:39]3[Br:38])[CH2:45][CH2:44]1. The catalyst is CN(C)C=O.O. The reactants are [NH2:1][CH2:2][C:3]([C:5]1[CH:10]=[CH:9][C:8]([C:11]2[CH:16]=[CH:15][C:14]([C:17]3[NH:21][C:20]([C@@H:22]4[CH2:26][CH2:25][CH2:24][N:23]4[C:27](=[O:37])[C@@H:28]([NH:32][C:33](=[O:36])[O:34][CH3:35])[CH:29]([CH3:31])[CH3:30])=[N:19][CH:18]=3)=[CH:13][CH:12]=2)=[CH:7][CH:6]=1)=[O:4].[Br:38][C:39]1[N:40]2[CH2:56][C@@H:55]([C:57](O)=[O:58])[CH2:54][C:53](=[O:60])[CH:42]3[C@@H:43]([NH:48][C:49]([O:51][CH3:52])=[O:50])[CH2:44][CH2:45][C:46]([CH:47]=1)=[C:41]23.F[P-](F)(F)(F)(F)F.N1(OC(N(C)C)=[N+](C)C)C2N=CC=CC=2N=N1.C(N(CC)C(C)C)(C)C. The yield is 0.630. (5) The reactants are [N:1]([CH2:4][CH2:5][NH:6][C:7](=[O:21])[CH2:8][CH2:9][CH2:10][CH2:11][CH2:12][CH2:13][CH2:14][CH2:15][CH2:16]CCCC)=[N+:2]=[N-:3].C1(/C=C/CC(Cl)=O)C=CC=CC=1.N(CCN)=[N+]=[N-].C(N(CC)CC)C. The catalyst is ClCCl. The product is [N:1]([CH2:4][CH2:5][NH:6][C:7](=[O:21])[CH2:8]/[CH:9]=[CH:10]/[C:11]1[CH:12]=[CH:13][CH:14]=[CH:15][CH:16]=1)=[N+:2]=[N-:3]. The yield is 0.550.